From a dataset of Catalyst prediction with 721,799 reactions and 888 catalyst types from USPTO. Predict which catalyst facilitates the given reaction. (1) Reactant: [Cl:1][C:2]1[CH:3]=[C:4]2[C:10]3([CH2:14][CH2:13][N:12]([C:15]([O:17][C:18]([CH3:21])([CH3:20])[CH3:19])=[O:16])[CH2:11]3)[C:9](=O)[NH:8][C:5]2=[CH:6][CH:7]=1.[BH4-].[Na+].II. Product: [Cl:1][C:2]1[CH:3]=[C:4]2[C:10]3([CH2:14][CH2:13][N:12]([C:15]([O:17][C:18]([CH3:21])([CH3:20])[CH3:19])=[O:16])[CH2:11]3)[CH2:9][NH:8][C:5]2=[CH:6][CH:7]=1. The catalyst class is: 1. (2) Reactant: [CH3:1][C:2]1[C:3](=[O:16])[NH:4][C:5]2[C:10]([C:11]=1[C:12]([F:15])([F:14])[F:13])=[CH:9][CH:8]=[CH:7][CH:6]=2.[C:17](=O)([O-])[O-].[K+].[K+].IC.O. Product: [CH3:17][N:4]1[C:5]2[C:10](=[CH:9][CH:8]=[CH:7][CH:6]=2)[C:11]([C:12]([F:15])([F:13])[F:14])=[C:2]([CH3:1])[C:3]1=[O:16]. The catalyst class is: 9. (3) Reactant: [C:1]1([CH3:25])[CH:6]=[CH:5][C:4]([S:7]([N:10]2[CH:14]=[CH:13][C:12](/[C:15](=[N:18]/[S:19]([C:21]([CH3:24])([CH3:23])[CH3:22])=[O:20])/[CH2:16][CH3:17])=[N:11]2)(=[O:9])=[O:8])=[CH:3][CH:2]=1.CCC(C)[BH-](C(C)CC)C(C)CC.[Li+]. Product: [C:1]1([CH3:25])[CH:2]=[CH:3][C:4]([S:7]([N:10]2[CH:14]=[CH:13][C:12]([C@@H:15]([NH:18][S:19]([C:21]([CH3:24])([CH3:23])[CH3:22])=[O:20])[CH2:16][CH3:17])=[N:11]2)(=[O:9])=[O:8])=[CH:5][CH:6]=1. The catalyst class is: 1. (4) Reactant: [F:1][C:2]1[C:11]2[O:10][CH2:9][C@H:8]3[C@@H:12]([NH:13][C:14]([NH:16][C:17]4[CH:22]=[CH:21][C:20]([O:23][C:24]5[CH:29]=[CH:28][C:27]([NH:30]C(OC(C)(C)C)=O)=[CH:26][CH:25]=5)=[CH:19][N:18]=4)=[O:15])[C@H:7]3[C:6]=2[C:5]([F:38])=[CH:4][CH:3]=1.Cl.CC(O)=O.CCO.C(Cl)Cl. Product: [F:1][C:2]1[C:11]2[O:10][CH2:9][C@H:8]3[C@@H:12]([NH:13][C:14]([NH:16][C:17]4[CH:22]=[CH:21][C:20]([O:23][C:24]5[CH:29]=[CH:28][C:27]([NH2:30])=[CH:26][CH:25]=5)=[CH:19][N:18]=4)=[O:15])[C@H:7]3[C:6]=2[C:5]([F:38])=[CH:4][CH:3]=1. The catalyst class is: 2. (5) Reactant: [CH3:1][C:2]1[O:6][C:5]([N:7]2[CH2:12][CH2:11][C:10](=O)[CH2:9][CH2:8]2)=[N:4][N:3]=1.Cl.[CH2:15]([O:22][NH2:23])[C:16]1[CH:21]=[CH:20][CH:19]=[CH:18][CH:17]=1.C([O-])(=O)C.[NH4+]. Product: [CH2:15]([O:22][N:23]=[C:10]1[CH2:11][CH2:12][N:7]([C:5]2[O:6][C:2]([CH3:1])=[N:3][N:4]=2)[CH2:8][CH2:9]1)[C:16]1[CH:21]=[CH:20][CH:19]=[CH:18][CH:17]=1. The catalyst class is: 5. (6) Reactant: [F:1][C:2]1[C:3]([F:25])=[C:4]2[O:9][CH2:8][C:7]3([CH2:13][CH2:12][O:11][CH2:10]3)[N:6]3[CH:14]=[C:15]([C:20]([O:22][CH2:23][CH3:24])=[O:21])[C:16](=[O:19])[C:17]([CH:18]=1)=[C:5]23.[N+:26]([O-])([O-:28])=[O:27].[K+]. Product: [F:1][C:2]1[C:3]([F:25])=[C:4]2[O:9][CH2:8][C:7]3([CH2:13][CH2:12][O:11][CH2:10]3)[N:6]3[CH:14]=[C:15]([C:20]([O:22][CH2:23][CH3:24])=[O:21])[C:16](=[O:19])[C:17]([C:18]=1[N+:26]([O-:28])=[O:27])=[C:5]23. The catalyst class is: 82.